Dataset: Reaction yield outcomes from USPTO patents with 853,638 reactions. Task: Predict the reaction yield, written as a fraction of the theoretical maximum amount of product (1.0 means a 100% yield; for example, 0.34 means a 34% yield). (1) The reactants are [OH-].[Na+].[CH3:3][O:4][C:5]1[CH:14]=[C:13]([C:15]2[CH:20]=[CH:19][CH:18]=[CH:17][CH:16]=2)[CH:12]=[CH:11][C:6]=1[C:7]([O:9]C)=[O:8]. The catalyst is CO. The product is [CH3:3][O:4][C:5]1[CH:14]=[C:13]([C:15]2[CH:20]=[CH:19][CH:18]=[CH:17][CH:16]=2)[CH:12]=[CH:11][C:6]=1[C:7]([OH:9])=[O:8]. The yield is 0.960. (2) The reactants are [F:1][C:2]1[CH:11]=[C:10]2[C:5]([CH:6]([C:12]([O:14][CH3:15])=[O:13])[CH2:7][CH2:8][O:9]2)=[CH:4][CH:3]=1.[Br:16]N1C(=O)CCC1=O. The catalyst is CN(C=O)C.C(OCC)(=O)C. The product is [Br:16][C:3]1[CH:4]=[C:5]2[C:10](=[CH:11][C:2]=1[F:1])[O:9][CH2:8][CH2:7][CH:6]2[C:12]([O:14][CH3:15])=[O:13]. The yield is 0.898. (3) The reactants are [OH:1][C:2]1[CH:8]=[C:7]([N+:9]([O-:11])=[O:10])[CH:6]=[CH:5][C:3]=1[NH2:4].[Br:12][C:13]1[CH:18]=[CH:17][CH:16]=[CH:15][C:14]=1[N:19]=[C:20]=[O:21]. No catalyst specified. The product is [OH:1][C:2]1[CH:8]=[C:7]([N+:9]([O-:11])=[O:10])[CH:6]=[CH:5][C:3]=1[NH:4][C:20]([NH:19][C:14]1[CH:15]=[CH:16][CH:17]=[CH:18][C:13]=1[Br:12])=[O:21]. The yield is 0.470. (4) The catalyst is C(Cl)Cl. The reactants are [C:1]([NH:4][CH:5]1[CH2:10][CH2:9][N:8]([C:11]2[CH:21]=[CH:20][C:14]([C:15](OCC)=[O:16])=[CH:13][CH:12]=2)[CH2:7][CH2:6]1)(=[O:3])[CH3:2].CC(C[AlH]CC(C)C)C. The yield is 0.240. The product is [OH:16][CH2:15][C:14]1[CH:13]=[CH:12][C:11]([N:8]2[CH2:7][CH2:6][CH:5]([NH:4][C:1](=[O:3])[CH3:2])[CH2:10][CH2:9]2)=[CH:21][CH:20]=1. (5) The reactants are [CH2:1]([CH:3]([CH2:19][CH3:20])[CH:4]([C:6]1[N:10]([CH2:11][C:12]2[CH:17]=[CH:16][C:15]([F:18])=[CH:14][CH:13]=2)[N:9]=[CH:8][N:7]=1)[OH:5])[CH3:2].[CH3:21][S:22](Cl)(=[O:24])=[O:23]. The catalyst is N1C=CC=CC=1.O. The product is [CH3:21][S:22]([O:5][CH:4]([C:6]1[N:10]([CH2:11][C:12]2[CH:13]=[CH:14][C:15]([F:18])=[CH:16][CH:17]=2)[N:9]=[CH:8][N:7]=1)[CH:3]([CH2:1][CH3:2])[CH2:19][CH3:20])(=[O:24])=[O:23]. The yield is 1.00. (6) The yield is 0.590. The reactants are Br[C:2]1[C:12]([NH:13][CH:14]([CH2:17][CH3:18])[CH2:15][CH3:16])=[CH:11][C:5]([C:6]([O:8][CH2:9][CH3:10])=[O:7])=[C:4]([CH3:19])[N:3]=1.[C-:20]#[N:21].[Na+].C([Sn](Cl)(CCCC)CCCC)CCC. The product is [C:20]([C:2]1[C:12]([NH:13][CH:14]([CH2:17][CH3:18])[CH2:15][CH3:16])=[CH:11][C:5]([C:6]([O:8][CH2:9][CH3:10])=[O:7])=[C:4]([CH3:19])[N:3]=1)#[N:21]. The catalyst is C(#N)C.O. (7) The reactants are [Cl:1][C:2]1[CH:27]=[CH:26][C:25]([Cl:28])=[CH:24][C:3]=1[O:4][C:5]1[C:10]([C:11]([N:13]2[C:22]3[C:17](=[CH:18][CH:19]=[CH:20][CH:21]=3)[NH:16][CH2:15][CH2:14]2)=[O:12])=[CH:9][C:8]([F:23])=[CH:7][N:6]=1.[CH2:29]([O:31][C:32](=[O:35])[CH:33]=O)[CH3:30].C1(C)C=CC=CC=1.C([Sn](Cl)(Cl)CCCC)CCC.C1([SiH3])C=CC=CC=1. No catalyst specified. The product is [CH2:29]([O:31][C:32](=[O:35])[CH2:33][N:16]1[C:17]2[C:22](=[CH:21][CH:20]=[CH:19][CH:18]=2)[N:13]([C:11]([C:10]2[C:5]([O:4][C:3]3[CH:24]=[C:25]([Cl:28])[CH:26]=[CH:27][C:2]=3[Cl:1])=[N:6][CH:7]=[C:8]([F:23])[CH:9]=2)=[O:12])[CH2:14][CH2:15]1)[CH3:30]. The yield is 0.340. (8) The reactants are N12CCCN=C1CCCCC2.[CH3:12][O:13][C:14](=[O:24])[C:15]#[C:16][C:17]1[CH:22]=[CH:21][CH:20]=[C:19]([F:23])[CH:18]=1.C1(C)C=C(C)C=C(C)C=1S([O-])(=O)=O.[NH2:38][N+:39]1[CH:44]=[CH:43][CH:42]=[C:41]([O:45][CH3:46])[N:40]=1. The catalyst is C(#N)C. The product is [CH3:12][O:13][C:14]([C:15]1[C:16]([C:17]2[CH:22]=[CH:21][CH:20]=[C:19]([F:23])[CH:18]=2)=[N:38][N:39]2[C:44]=1[CH:43]=[CH:42][C:41]([O:45][CH3:46])=[N:40]2)=[O:24]. The yield is 0.530.